This data is from Forward reaction prediction with 1.9M reactions from USPTO patents (1976-2016). The task is: Predict the product of the given reaction. Given the reactants C(Cl)(=O)C(Cl)=O.CS(C)=O.[N:11]1[C:20]2[C:15](=[CH:16][CH:17]=[CH:18][CH:19]=2)[CH:14]=[C:13]([CH2:21][CH2:22][CH2:23][OH:24])[CH:12]=1.O, predict the reaction product. The product is: [N:11]1[C:20]2[C:15](=[CH:16][CH:17]=[CH:18][CH:19]=2)[CH:14]=[C:13]([CH2:21][CH2:22][CH:23]=[O:24])[CH:12]=1.